From a dataset of Forward reaction prediction with 1.9M reactions from USPTO patents (1976-2016). Predict the product of the given reaction. (1) Given the reactants C([C@@H]1N(C(=O)C2C=CC(OC3C=CC=CC=3)=CC=2)C[C@H](CC(C)C)NC1=O)C(C)C.[C:31]1([C@@H:37]2[NH:42][C:41](=[O:43])[C@H:40]([CH2:44][CH2:45][CH3:46])[NH:39][CH2:38]2)[CH:36]=[CH:35][CH:34]=[CH:33][CH:32]=1.[C:47]1([C@@H:53]2[CH2:55][C@H:54]2[C:56](O)=[O:57])[CH:52]=[CH:51][CH:50]=[CH:49][CH:48]=1, predict the reaction product. The product is: [C:31]1([C@@H:37]2[NH:42][C:41](=[O:43])[C@H:40]([CH2:44][CH2:45][CH3:46])[N:39]([C:56]([C@@H:54]3[CH2:55][C@H:53]3[C:47]3[CH:52]=[CH:51][CH:50]=[CH:49][CH:48]=3)=[O:57])[CH2:38]2)[CH:32]=[CH:33][CH:34]=[CH:35][CH:36]=1. (2) The product is: [N:3]1[C:12]2[C:7](=[CH:8][CH:9]=[CH:10][CH:11]=2)[CH:6]=[CH:5][C:4]=1[N:13]1[CH2:14][CH2:15][N:16]([CH:19]([CH3:27])[CH2:20][CH2:21][CH2:22][C:23]([OH:25])=[O:24])[CH2:17][CH2:18]1. Given the reactants [OH-].[Na+].[N:3]1[C:12]2[C:7](=[CH:8][CH:9]=[CH:10][CH:11]=2)[CH:6]=[CH:5][C:4]=1[N:13]1[CH2:18][CH2:17][N:16]([CH:19]([CH3:27])[CH2:20][CH2:21][CH2:22][C:23]([O:25]C)=[O:24])[CH2:15][CH2:14]1.Cl, predict the reaction product.